Dataset: Peptide-MHC class II binding affinity with 134,281 pairs from IEDB. Task: Regression. Given a peptide amino acid sequence and an MHC pseudo amino acid sequence, predict their binding affinity value. This is MHC class II binding data. The peptide sequence is SPLLTEGFKLLSSLV. The MHC is DRB3_0101 with pseudo-sequence DRB3_0101. The binding affinity (normalized) is 0.